From a dataset of Peptide-MHC class II binding affinity with 134,281 pairs from IEDB. Regression. Given a peptide amino acid sequence and an MHC pseudo amino acid sequence, predict their binding affinity value. This is MHC class II binding data. (1) The peptide sequence is KTSLYNLRRGTALAIPQCRLTPLSRL. The MHC is DRB1_0101 with pseudo-sequence DRB1_0101. The binding affinity (normalized) is 1.00. (2) The peptide sequence is QMSIQLINKAVNALI. The MHC is DRB1_0802 with pseudo-sequence DRB1_0802. The binding affinity (normalized) is 0.359. (3) The peptide sequence is VPLYNRFSYIPNGAL. The MHC is HLA-DQA10301-DQB10302 with pseudo-sequence HLA-DQA10301-DQB10302. The binding affinity (normalized) is 0.125. (4) The peptide sequence is KELQIVDKIDAAFKI. The MHC is DRB1_0701 with pseudo-sequence DRB1_0701. The binding affinity (normalized) is 0.835.